This data is from Reaction yield outcomes from USPTO patents with 853,638 reactions. The task is: Predict the reaction yield, written as a fraction of the theoretical maximum amount of product (1.0 means a 100% yield; for example, 0.34 means a 34% yield). (1) The reactants are C(N(CC)CC)C.[Br:8][C:9]1[CH:10]=[C:11]([S:15](Cl)(=[O:17])=[O:16])[CH:12]=[CH:13][CH:14]=1.[CH3:19][CH:20]1[NH:25][CH2:24][CH2:23][N:22]([C:26]([C:28]2[CH:33]=[CH:32][CH:31]=[CH:30][CH:29]=2)=[O:27])[CH2:21]1.CO.C(Cl)(Cl)Cl. The catalyst is C(Cl)Cl. The product is [Br:8][C:9]1[CH:10]=[C:11]([S:15]([N:25]2[CH2:24][CH2:23][N:22]([C:26]([C:28]3[CH:29]=[CH:30][CH:31]=[CH:32][CH:33]=3)=[O:27])[CH2:21][CH:20]2[CH3:19])(=[O:17])=[O:16])[CH:12]=[CH:13][CH:14]=1. The yield is 0.850. (2) The reactants are [H-].[Na+].[CH2:3]([O:10][C:11]1[CH:20]=[C:19]2[C:14]([C:15](=[O:21])[NH:16][CH:17]=[N:18]2)=[CH:13][C:12]=1[O:22][CH3:23])[C:4]1[CH:9]=[CH:8][CH:7]=[CH:6][CH:5]=1.[C:24]([O:30][CH2:31]Cl)(=[O:29])[C:25]([CH3:28])([CH3:27])[CH3:26].Cl. The catalyst is CN(C=O)C.C(OCC)(=O)C. The product is [CH2:3]([O:10][C:11]1[CH:20]=[C:19]2[C:14]([C:15](=[O:21])[N:16]([CH2:31][O:30][C:24](=[O:29])[C:25]([CH3:28])([CH3:27])[CH3:26])[CH:17]=[N:18]2)=[CH:13][C:12]=1[O:22][CH3:23])[C:4]1[CH:5]=[CH:6][CH:7]=[CH:8][CH:9]=1. The yield is 0.840. (3) The reactants are [CH:1]1([CH:7]2[CH:16]3[CH2:17][CH2:18][CH2:19][O:20][CH:15]3[C:14]3[CH:13]=[C:12]([O:21][CH2:22][CH2:23][CH:24]([CH3:26])[CH3:25])[CH:11]=[CH:10][C:9]=3[NH:8]2)[CH2:6][CH2:5][CH2:4][CH2:3][CH2:2]1.[BH-](OC(C)=O)(OC(C)=O)O[C:29](C)=O.[Na+].C=O. The catalyst is CO. The product is [CH:1]1([CH:7]2[CH:16]3[CH2:17][CH2:18][CH2:19][O:20][CH:15]3[C:14]3[CH:13]=[C:12]([O:21][CH2:22][CH2:23][CH:24]([CH3:26])[CH3:25])[CH:11]=[CH:10][C:9]=3[N:8]2[CH3:29])[CH2:2][CH2:3][CH2:4][CH2:5][CH2:6]1. The yield is 0.150.